From a dataset of Full USPTO retrosynthesis dataset with 1.9M reactions from patents (1976-2016). Predict the reactants needed to synthesize the given product. (1) Given the product [F:1][C:2]1[CH:3]=[C:4]([C:9]2[N:14]=[C:13]([C:15]3[N:19]4[CH:20]=[CH:21][C:22]([C:24]([OH:26])([CH3:25])[CH3:34])=[N:23][C:18]4=[N:17][CH:16]=3)[CH:12]=[CH:11][N:10]=2)[CH:5]=[CH:6][C:7]=1[F:8], predict the reactants needed to synthesize it. The reactants are: [F:1][C:2]1[CH:3]=[C:4]([C:9]2[N:14]=[C:13]([C:15]3[N:19]4[CH:20]=[CH:21][C:22]([C:24]([CH3:34])([O:26][Si](CC)(CC)CC)[CH3:25])=[N:23][C:18]4=[N:17][CH:16]=3)[CH:12]=[CH:11][N:10]=2)[CH:5]=[CH:6][C:7]=1[F:8]. (2) Given the product [Cl:33][C:28]1[CH:27]=[C:26]([NH:25][C:6]2[C:7]3[N:8]=[C:9]([NH:17][CH:18]4[CH2:23][CH2:22][N:21]([CH3:24])[CH2:20][CH2:19]4)[N:10]=[CH:11][C:12]=3[N:13]=[CH:4][N:5]=2)[CH:31]=[CH:30][C:29]=1[F:32], predict the reactants needed to synthesize it. The reactants are: [OH-].[Na+].Cl[C:4]1[N:5]=[C:6]([NH:25][C:26]2[CH:31]=[CH:30][C:29]([F:32])=[C:28]([Cl:33])[CH:27]=2)[C:7]2[N:8]=[C:9]([NH:17][CH:18]3[CH2:23][CH2:22][N:21]([CH3:24])[CH2:20][CH2:19]3)[N:10](C(=O)C)[CH2:11][C:12]=2[N:13]=1.Br.OO. (3) Given the product [N:12]1[CH:17]=[CH:16][CH:15]=[C:14]([C:2]2[C:3]3[N:4]([N:8]=[C:9]([NH2:11])[N:10]=3)[CH:5]=[CH:6][CH:7]=2)[CH:13]=1, predict the reactants needed to synthesize it. The reactants are: Br[C:2]1[C:3]2[N:4]([N:8]=[C:9]([NH2:11])[N:10]=2)[CH:5]=[CH:6][CH:7]=1.[N:12]1[CH:17]=[CH:16][CH:15]=[C:14](B(O)O)[CH:13]=1. (4) Given the product [F:12][CH:11]([F:13])[C:10]1[N:5]2[N:4]=[CH:3][C:2]([C:29]#[C:28][Si:25]([CH3:27])([CH3:26])[CH3:24])=[C:6]2[N:7]=[C:8]([C:14]2[CH:19]=[CH:18][CH:17]=[C:16]([C:20]([F:23])([F:22])[F:21])[CH:15]=2)[CH:9]=1, predict the reactants needed to synthesize it. The reactants are: I[C:2]1[CH:3]=[N:4][N:5]2[C:10]([CH:11]([F:13])[F:12])=[CH:9][C:8]([C:14]3[CH:19]=[CH:18][CH:17]=[C:16]([C:20]([F:23])([F:22])[F:21])[CH:15]=3)=[N:7][C:6]=12.[CH3:24][Si:25]([C:28]#[CH:29])([CH3:27])[CH3:26].C(N(CC)CC)C. (5) Given the product [CH3:13][O:12][C:11]1[CH:10]=[C:9]([O:14][CH3:15])[CH:8]=[C:4]2[C:3]=1[CH:1]=[N:17][NH:18][C:5]2=[O:6], predict the reactants needed to synthesize it. The reactants are: [CH:1]([C:3]1[C:11]([O:12][CH3:13])=[CH:10][C:9]([O:14][CH3:15])=[CH:8][C:4]=1[C:5](O)=[O:6])=O.O.[NH2:17][NH2:18]. (6) Given the product [CH3:37][O:36][C:30]1[C:29]([C:18]2[CH:17]=[CH:16][C:5]([O:6][C:7]3[C:12]4[CH:13]=[CH:14][O:15][C:11]=4[CH:10]=[CH:9][N:8]=3)=[CH:4][C:3]=2[CH3:38])=[C:34]([CH3:35])[N:33]=[CH:32][N:31]=1, predict the reactants needed to synthesize it. The reactants are: CO[C:3]1[CH:4]=[C:5]([CH:16]=[CH:17][C:18]=1B1OC(C)(C)C(C)(C)O1)[O:6][C:7]1[C:12]2[CH:13]=[CH:14][O:15][C:11]=2[CH:10]=[CH:9][N:8]=1.Br[C:29]1[C:30]([O:36][CH3:37])=[N:31][CH:32]=[N:33][C:34]=1[CH3:35].[C:38](=O)([O-])[O-].[K+].[K+]. (7) Given the product [NH2:23][C:2]1[N:7]2[N:8]=[CH:9][CH:10]=[C:6]2[N:5]=[C:4]([CH:11]2[CH2:15][CH2:14][N:13]([C:16]([O:18][C:19]([CH3:22])([CH3:21])[CH3:20])=[O:17])[CH2:12]2)[CH:3]=1, predict the reactants needed to synthesize it. The reactants are: Cl[C:2]1[N:7]2[N:8]=[CH:9][CH:10]=[C:6]2[N:5]=[C:4]([CH:11]2[CH2:15][CH2:14][N:13]([C:16]([O:18][C:19]([CH3:22])([CH3:21])[CH3:20])=[O:17])[CH2:12]2)[CH:3]=1.[NH3:23]. (8) Given the product [NH:42]1[C:39]2=[N:40][CH:41]=[C:36]([C:2]3[CH:11]=[CH:10][C:9]4[N:8]=[CH:7][C:6]5[C:12](=[O:27])[NH:13][C:14](=[O:26])[N:15]([C:16]6[CH:21]=[CH:20][CH:19]=[C:18]([C:22]([F:25])([F:24])[F:23])[CH:17]=6)[C:5]=5[C:4]=4[N:3]=3)[CH:37]=[C:38]2[CH:44]=[CH:43]1, predict the reactants needed to synthesize it. The reactants are: Cl[C:2]1[CH:11]=[CH:10][C:9]2[N:8]=[CH:7][C:6]3[C:12](=[O:27])[NH:13][C:14](=[O:26])[N:15]([C:16]4[CH:21]=[CH:20][CH:19]=[C:18]([C:22]([F:25])([F:24])[F:23])[CH:17]=4)[C:5]=3[C:4]=2[N:3]=1.CC1(C)C(C)(C)OB([C:36]2[CH:37]=[C:38]3[CH:44]=[CH:43][NH:42][C:39]3=[N:40][CH:41]=2)O1.C(=O)([O-])[O-].[K+].[K+].O1CCOCC1. (9) Given the product [Cl:1][C:2]1[C:21]([C:28]2[CH:27]=[N:26][CH:25]=[C:24]([F:23])[CH:29]=2)=[CH:20][C:5]([C:6]([NH:8][C:9]2[CH:14]=[CH:13][C:12]([O:15][C:16]([Cl:19])([F:18])[F:17])=[CH:11][CH:10]=2)=[O:7])=[CH:4][N:3]=1, predict the reactants needed to synthesize it. The reactants are: [Cl:1][C:2]1[C:21](I)=[CH:20][C:5]([C:6]([NH:8][C:9]2[CH:14]=[CH:13][C:12]([O:15][C:16]([Cl:19])([F:18])[F:17])=[CH:11][CH:10]=2)=[O:7])=[CH:4][N:3]=1.[F:23][C:24]1[CH:25]=[N:26][CH:27]=[C:28](B(O)O)[CH:29]=1. (10) Given the product [NH2:16][CH:12]1[CH2:11][N:10]([C:4]2[CH:5]=[CH:6][C:7]([O:8][CH3:9])=[C:2]([Cl:1])[CH:3]=2)[C:14](=[O:15])[CH2:13]1, predict the reactants needed to synthesize it. The reactants are: [Cl:1][C:2]1[CH:3]=[C:4]([N:10]2[C:14](=[O:15])[CH2:13][CH:12]([NH:16]C(=O)OC(C)(C)C)[CH2:11]2)[CH:5]=[CH:6][C:7]=1[O:8][CH3:9].FC(F)(F)C(O)=O.[OH-].[Na+].